Dataset: Reaction yield outcomes from USPTO patents with 853,638 reactions. Task: Predict the reaction yield, written as a fraction of the theoretical maximum amount of product (1.0 means a 100% yield; for example, 0.34 means a 34% yield). The reactants are [C:1]([O:5][C:6]([N:8]([CH2:14][C:15]1[CH:30]=[CH:29][C:18]([O:19][C:20]2[CH:28]=[CH:27][C:23]([C:24]([OH:26])=O)=[CH:22][N:21]=2)=[CH:17][CH:16]=1)[CH2:9][CH2:10][CH:11]([CH3:13])[CH3:12])=[O:7])([CH3:4])([CH3:3])[CH3:2].C(Cl)CCl.C1C=CC2N(O)N=[N:41][C:39]=2C=1.CCN(C(C)C)C(C)C.Cl.CN.C(O)(=O)CC(CC(O)=O)(C(O)=O)O.C([O-])(O)=O.[Na+]. The catalyst is C(Cl)Cl. The product is [C:1]([O:5][C:6](=[O:7])[N:8]([CH2:9][CH2:10][CH:11]([CH3:12])[CH3:13])[CH2:14][C:15]1[CH:30]=[CH:29][C:18]([O:19][C:20]2[CH:28]=[CH:27][C:23]([C:24](=[O:26])[NH:41][CH3:39])=[CH:22][N:21]=2)=[CH:17][CH:16]=1)([CH3:2])([CH3:3])[CH3:4]. The yield is 0.630.